Dataset: NCI-60 drug combinations with 297,098 pairs across 59 cell lines. Task: Regression. Given two drug SMILES strings and cell line genomic features, predict the synergy score measuring deviation from expected non-interaction effect. Drug 1: CC1C(C(CC(O1)OC2CC(OC(C2O)C)OC3=CC4=CC5=C(C(=O)C(C(C5)C(C(=O)C(C(C)O)O)OC)OC6CC(C(C(O6)C)O)OC7CC(C(C(O7)C)O)OC8CC(C(C(O8)C)O)(C)O)C(=C4C(=C3C)O)O)O)O. Cell line: OVCAR-8. Drug 2: CC1CCCC2(C(O2)CC(NC(=O)CC(C(C(=O)C(C1O)C)(C)C)O)C(=CC3=CSC(=N3)C)C)C. Synergy scores: CSS=86.7, Synergy_ZIP=4.09, Synergy_Bliss=3.17, Synergy_Loewe=0.0932, Synergy_HSA=2.21.